Dataset: Reaction yield outcomes from USPTO patents with 853,638 reactions. Task: Predict the reaction yield, written as a fraction of the theoretical maximum amount of product (1.0 means a 100% yield; for example, 0.34 means a 34% yield). (1) The reactants are [C:1]([O:5][C:6]([N:8]1[CH2:13][CH2:12][CH:11]([C:14]2[CH:19]=[CH:18][C:17]([NH2:20])=[C:16](Br)[N:15]=2)[CH2:10][CH2:9]1)=[O:7])([CH3:4])([CH3:3])[CH3:2].[CH3:22]CO.C([O-])([O-])=O.[Na+].[Na+].[C:31]1([CH3:37])[CH:36]=[CH:35][CH:34]=[CH:33][CH:32]=1. The catalyst is CCOC(C)=O.C1C=CC([P]([Pd]([P](C2C=CC=CC=2)(C2C=CC=CC=2)C2C=CC=CC=2)([P](C2C=CC=CC=2)(C2C=CC=CC=2)C2C=CC=CC=2)[P](C2C=CC=CC=2)(C2C=CC=CC=2)C2C=CC=CC=2)(C2C=CC=CC=2)C2C=CC=CC=2)=CC=1. The product is [C:1]([O:5][C:6]([N:8]1[CH2:13][CH2:12][CH:11]([C:14]2[CH:19]=[CH:18][C:17]([NH2:20])=[C:16]([C:34]3[CH2:35][CH2:36][C:31]([CH3:22])([CH3:37])[CH2:32][CH:33]=3)[N:15]=2)[CH2:10][CH2:9]1)=[O:7])([CH3:4])([CH3:3])[CH3:2]. The yield is 0.660. (2) The reactants are [NH2:1][C:2]1[S:6][C:5]2[CH2:7][CH2:8][CH2:9][CH2:10][C:4]=2[C:3]=1[C:11]([C:13]1[CH:18]=[CH:17][CH:16]=[C:15]([Cl:19])[CH:14]=1)=O.[C:20]([O:27][CH3:28])(=[O:26])[CH2:21][CH2:22][C:23]([CH3:25])=O.Cl[Si](C)(C)C. The catalyst is CN(C=O)C. The product is [CH3:25][C:23]1[N:1]=[C:2]2[S:6][C:5]3[CH2:7][CH2:8][CH2:9][CH2:10][C:4]=3[C:3]2=[C:11]([C:13]2[CH:18]=[CH:17][CH:16]=[C:15]([Cl:19])[CH:14]=2)[C:22]=1[CH2:21][C:20]([O:27][CH3:28])=[O:26]. The yield is 0.760. (3) The reactants are [NH2:1][C@@H:2]([C:4](O)=[O:5])[CH3:3].[H-].[H-].[H-].[H-].[Li+].[Al+3].C1COCC1.[CH3:30][C:29]([O:28][C:26](O[C:26]([O:28][C:29]([CH3:32])([CH3:31])[CH3:30])=[O:27])=[O:27])([CH3:32])[CH3:31]. The catalyst is C(Cl)Cl. The product is [C:26]([C@@H:4]([OH:5])[CH:2]([NH2:1])[CH3:3])([O:28][C:29]([CH3:30])([CH3:31])[CH3:32])=[O:27]. The yield is 0.630. (4) The reactants are [Cl:1][C:2]1[CH:15]=[C:14]([CH:16]=[CH2:17])[CH:13]=[CH:12][C:3]=1[CH2:4][NH:5][C:6]1[CH:11]=[CH:10][CH:9]=[CH:8][N:7]=1.Br[CH:19]([C:24]1[CH:25]=[C:26]([Cl:32])[C:27]([Cl:31])=[C:28]([Cl:30])[CH:29]=1)[C:20]([F:23])([F:22])[F:21].N1C=CC=CC=1C1C=CC=CN=1. The catalyst is ClC1C=CC=CC=1Cl.Cl[Cu]. The product is [Cl:1][C:2]1[CH:15]=[C:14](/[CH:16]=[CH:17]/[CH:19]([C:24]2[CH:25]=[C:26]([Cl:32])[C:27]([Cl:31])=[C:28]([Cl:30])[CH:29]=2)[C:20]([F:22])([F:21])[F:23])[CH:13]=[CH:12][C:3]=1[CH2:4][NH:5][C:6]1[CH:11]=[CH:10][CH:9]=[CH:8][N:7]=1. The yield is 0.350.